This data is from Forward reaction prediction with 1.9M reactions from USPTO patents (1976-2016). The task is: Predict the product of the given reaction. Given the reactants C(OC(=O)CC1C2C(=CC=CC=2)C=C(Cl)[N:7]=1)C.C(O[C:21](=[O:48])[CH2:22][C:23]1[C:32]2[C:27](=[CH:28][CH:29]=[CH:30][CH:31]=2)[CH:26]=[C:25]([N:33]2[CH2:40][C:37]3([CH2:39][CH2:38]3)[N:36](CC3C=CC=CC=3)[CH2:35][CH2:34]2)[N:24]=1)C.C(N1CCNCC21CC2)C1C=CC=CC=1.CC([O-])(C)C.[Na+].C1C=CC(P(C2C(C3C(P(C4C=CC=CC=4)C4C=CC=CC=4)=CC=C4C=3C=CC=C4)=C3C(C=CC=C3)=CC=2)C2C=CC=CC=2)=CC=1, predict the reaction product. The product is: [CH2:39]1[C:37]2([CH2:40][N:33]([C:25]3[N:24]=[C:23]([CH2:22][C:21]([NH2:7])=[O:48])[C:32]4[C:27]([CH:26]=3)=[CH:28][CH:29]=[CH:30][CH:31]=4)[CH2:34][CH2:35][NH:36]2)[CH2:38]1.